Dataset: Forward reaction prediction with 1.9M reactions from USPTO patents (1976-2016). Task: Predict the product of the given reaction. (1) The product is: [CH:1]1([C:10]2[CH:17]=[CH:16][CH:15]=[CH:14][C:11]=2[CH2:12][NH:18][C:19]2[CH:24]=[CH:23][CH:22]=[CH:21][CH:20]=2)[C:9]2[C:4](=[CH:5][CH:6]=[CH:7][CH:8]=2)[CH:3]=[CH:2]1. Given the reactants [CH:1]1([C:10]2[CH:17]=[CH:16][CH:15]=[CH:14][C:11]=2[CH:12]=O)[C:9]2[C:4](=[CH:5][CH:6]=[CH:7][CH:8]=2)[CH:3]=[CH:2]1.[NH2:18][C:19]1[CH:24]=[CH:23][CH:22]=[CH:21][CH:20]=1.[BH4-].[Na+].O, predict the reaction product. (2) The product is: [CH3:34][C:26]1[C:27]([N+:31]([O-:33])=[O:32])=[CH:28][CH:29]=[CH:30][C:16]=1[CH2:13][C:17]1([C:20]([O:22][C:5]([CH3:7])([CH3:8])[CH3:6])=[O:21])[CH2:18][CH2:19]1. Given the reactants C(N[CH:5]([CH3:7])[CH3:6])(C)C.[CH2:8]([Li])CCC.[C:13]([C:17]1([C:20]([OH:22])=[O:21])[CH2:19][CH2:18]1)([CH3:16])(C)C.BrCC1[CH:30]=[CH:29][CH:28]=[C:27]([N+:31]([O-:33])=[O:32])[C:26]=1[CH3:34].[Cl-].[NH4+], predict the reaction product. (3) The product is: [C:1]([C:5]1[CH:10]=[CH:9][C:8]([C:15]2[C:20]([CH3:21])=[CH:19][C:18]([OH:22])=[CH:17][C:16]=2[CH3:23])=[CH:7][CH:6]=1)([CH3:4])([CH3:3])[CH3:2]. Given the reactants [C:1]([C:5]1[CH:10]=[CH:9][C:8](B(O)O)=[CH:7][CH:6]=1)([CH3:4])([CH3:3])[CH3:2].Br[C:15]1[C:20]([CH3:21])=[CH:19][C:18]([OH:22])=[CH:17][C:16]=1[CH3:23], predict the reaction product. (4) Given the reactants [CH2:1]=[CH:2][C:3]1[CH:8]=[CH:7][C:6](S([O-])(=O)=O)=[CH:5][CH:4]=1.[Na+].S([O-])([O-])(=O)=O.[Na+].[Na+].N(C(C)(CC(C)C)C#N)=N[C:23](C)(CC(C)C)[C:24]#N.[C:39]([O:44][CH3:45])(=[O:43])[C:40]([CH3:42])=[CH2:41], predict the reaction product. The product is: [C:39]([O:44][CH3:45])(=[O:43])[C:40]([CH3:42])=[CH2:41].[C:39]([OH:44])(=[O:43])[C:40]([CH3:42])=[CH2:41].[CH:2]([C:3]1[CH:8]=[CH:7][CH:6]=[CH:5][C:4]=1[CH:23]=[CH2:24])=[CH2:1]. (5) Given the reactants CC([O-])=O.[K+].Br[C:7]1[CH:22]=[CH:21][C:10]([C:11]([O:13][CH2:14][C:15]2[CH:20]=[CH:19][CH:18]=[CH:17][CH:16]=2)=[O:12])=[CH:9][C:8]=1[O:23][CH3:24].[CH3:25][C:26]1([CH3:42])[C:30]([CH3:32])([CH3:31])[O:29][B:28]([B:28]2[O:29][C:30]([CH3:32])([CH3:31])[C:26]([CH3:42])([CH3:25])[O:27]2)[O:27]1, predict the reaction product. The product is: [CH3:24][O:23][C:8]1[CH:9]=[C:10]([CH:21]=[CH:22][C:7]=1[B:28]1[O:29][C:30]([CH3:32])([CH3:31])[C:26]([CH3:42])([CH3:25])[O:27]1)[C:11]([O:13][CH2:14][C:15]1[CH:20]=[CH:19][CH:18]=[CH:17][CH:16]=1)=[O:12]. (6) Given the reactants [C:1]1([CH:7]([C:11]2[CH:16]=[CH:15][CH:14]=[CH:13][CH:12]=2)[CH2:8][CH2:9][NH2:10])[CH:6]=[CH:5][CH:4]=[CH:3][CH:2]=1.[S-:17][C:18]#[N:19].[NH4+], predict the reaction product. The product is: [C:11]1([CH:7]([C:1]2[CH:2]=[CH:3][CH:4]=[CH:5][CH:6]=2)[CH2:8][CH2:9][NH:10][C:18]([NH2:19])=[S:17])[CH:12]=[CH:13][CH:14]=[CH:15][CH:16]=1. (7) Given the reactants C([Si](C)(C)[O:6][C:7]1[CH:12]=[C:11]([O:13][CH2:14][CH2:15][O:16][CH2:17][CH2:18][O:19][CH2:20][CH2:21][O:22][CH2:23][CH2:24][O:25][CH2:26][CH2:27][O:28][C:29]([C:42]2[CH:47]=[CH:46][CH:45]=[CH:44][CH:43]=2)([C:36]2[CH:41]=[CH:40][CH:39]=[CH:38][CH:37]=2)[C:30]2[CH:35]=[CH:34][CH:33]=[CH:32][CH:31]=2)[CH:10]=[C:9]([O:48][Si](C(C)(C)C)(C)C)[CH:8]=1)(C)(C)C.[F-].C([N+](CCCC)(CCCC)CCCC)CCC, predict the reaction product. The product is: [C:29]([O:28][CH2:27][CH2:26][O:25][CH2:24][CH2:23][O:22][CH2:21][CH2:20][O:19][CH2:18][CH2:17][O:16][CH2:15][CH2:14][O:13][C:11]1[CH:12]=[C:7]([OH:6])[CH:8]=[C:9]([OH:48])[CH:10]=1)([C:42]1[CH:43]=[CH:44][CH:45]=[CH:46][CH:47]=1)([C:36]1[CH:37]=[CH:38][CH:39]=[CH:40][CH:41]=1)[C:30]1[CH:31]=[CH:32][CH:33]=[CH:34][CH:35]=1. (8) Given the reactants Cl.[NH2:2][CH:3]([C:16]1[CH:21]=[CH:20][C:19]([Br:22])=[CH:18][CH:17]=1)[C:4]([C@@H:6]1[CH2:11][CH2:10][CH2:9][CH2:8][C@H:7]1[C:12]([O:14][CH3:15])=[O:13])=[O:5].[F:23][C:24]1[CH:25]=[C:26]([CH:30]=[CH:31][C:32]=1[F:33])[C:27](Cl)=[O:28].CCN(C(C)C)C(C)C, predict the reaction product. The product is: [Br:22][C:19]1[CH:18]=[CH:17][C:16]([CH:3]([NH:2][C:27](=[O:28])[C:26]2[CH:30]=[CH:31][C:32]([F:33])=[C:24]([F:23])[CH:25]=2)[C:4]([C@@H:6]2[CH2:11][CH2:10][CH2:9][CH2:8][C@H:7]2[C:12]([O:14][CH3:15])=[O:13])=[O:5])=[CH:21][CH:20]=1.